From a dataset of Peptide-MHC class II binding affinity with 134,281 pairs from IEDB. Regression. Given a peptide amino acid sequence and an MHC pseudo amino acid sequence, predict their binding affinity value. This is MHC class II binding data. (1) The peptide sequence is PSVIPAARLFKAFIL. The MHC is HLA-DPA10201-DPB10101 with pseudo-sequence HLA-DPA10201-DPB10101. The binding affinity (normalized) is 0.589. (2) The binding affinity (normalized) is 0.536. The peptide sequence is GCIHMARSLANEWRD. The MHC is DRB1_0901 with pseudo-sequence DRB1_0901. (3) The peptide sequence is IMGAVLIWV. The MHC is DRB1_0901 with pseudo-sequence DRB1_0901. The binding affinity (normalized) is 0.565. (4) The peptide sequence is EYLNKIQNSLSTEWSPCSVT. The MHC is HLA-DPA10103-DPB10401 with pseudo-sequence HLA-DPA10103-DPB10401. The binding affinity (normalized) is 0.469. (5) The peptide sequence is ALFKAIEAYLLAHPD. The MHC is HLA-DPA10301-DPB10402 with pseudo-sequence HLA-DPA10301-DPB10402. The binding affinity (normalized) is 0.593. (6) The peptide sequence is YDKFLAAVSTVLTGK. The MHC is DRB1_0802 with pseudo-sequence DRB1_0802. The binding affinity (normalized) is 0.881.